Dataset: Full USPTO retrosynthesis dataset with 1.9M reactions from patents (1976-2016). Task: Predict the reactants needed to synthesize the given product. (1) Given the product [NH2:10][C:9]1[CH:8]=[CH:7][C:4]([C:5]#[N:6])=[CH:3][C:2]=1[O:17][CH:15]([CH3:16])[C:14]([F:19])([F:18])[F:13], predict the reactants needed to synthesize it. The reactants are: F[C:2]1[CH:3]=[C:4]([CH:7]=[CH:8][C:9]=1[N+:10]([O-])=O)[C:5]#[N:6].[F:13][C:14]([F:19])([F:18])[CH:15]([OH:17])[CH3:16]. (2) Given the product [CH:25]1([CH2:24][N:19]2[CH2:20][CH2:21][CH2:22][N:16]([C:14]([CH:12]3[CH2:13][N:10]([C:8]([C:5]4[CH:6]=[N:7][C:2]([CH3:1])=[CH:3][CH:4]=4)=[O:9])[CH2:11]3)=[O:15])[CH2:17][CH2:18]2)[CH2:27][CH2:26]1, predict the reactants needed to synthesize it. The reactants are: [CH3:1][C:2]1[N:7]=[CH:6][C:5]([C:8]([N:10]2[CH2:13][CH:12]([C:14]([N:16]3[CH2:22][CH2:21][CH2:20][NH:19][CH2:18][CH2:17]3)=[O:15])[CH2:11]2)=[O:9])=[CH:4][CH:3]=1.Br[CH2:24][CH:25]1[CH2:27][CH2:26]1.C(=O)([O-])[O-].[K+].[K+].